This data is from Reaction yield outcomes from USPTO patents with 853,638 reactions. The task is: Predict the reaction yield, written as a fraction of the theoretical maximum amount of product (1.0 means a 100% yield; for example, 0.34 means a 34% yield). (1) The reactants are [CH:1]([C:3]1[CH:8]=[CH:7][C:6]([NH:9][N:10]2[C:18](=[O:19])[C:17]3[C:12](=[CH:13][CH:14]=[CH:15][CH:16]=3)[C:11]2=[O:20])=[CH:5][CH:4]=1)=[CH2:2].N1C=CC=CC=1C1C=CC=CN=1.Br[CH:34]([C:39]1[CH:40]=[C:41]([Cl:47])[C:42]([Cl:46])=[C:43]([Cl:45])[CH:44]=1)[C:35]([F:38])([F:37])[F:36]. The catalyst is ClC1C=CC=CC=1Cl.Cl[Cu]. The product is [F:38][C:35]([F:36])([F:37])[CH:34]([C:39]1[CH:40]=[C:41]([Cl:47])[C:42]([Cl:46])=[C:43]([Cl:45])[CH:44]=1)/[CH:2]=[CH:1]/[C:3]1[CH:4]=[CH:5][C:6]([NH:9][N:10]2[C:18](=[O:19])[C:17]3[C:12](=[CH:13][CH:14]=[CH:15][CH:16]=3)[C:11]2=[O:20])=[CH:7][CH:8]=1. The yield is 0.750. (2) The reactants are [Br:1][C:2]1[CH:20]=[CH:19][C:5]2[N:6]([CH3:18])[C:7](=[O:17])[N:8]([CH2:9][CH2:10][N:11]3[CH2:16][CH2:15][NH:14][CH2:13][CH2:12]3)[C:4]=2[C:3]=1[O:21][CH2:22][CH:23]1[CH2:26][CH2:25][CH2:24]1.C=O.O.[C:30]([BH3-])#N.[Na+]. The catalyst is O1CCCC1. The product is [Br:1][C:2]1[CH:20]=[CH:19][C:5]2[N:6]([CH3:18])[C:7](=[O:17])[N:8]([CH2:9][CH2:10][N:11]3[CH2:12][CH2:13][N:14]([CH3:30])[CH2:15][CH2:16]3)[C:4]=2[C:3]=1[O:21][CH2:22][CH:23]1[CH2:26][CH2:25][CH2:24]1. The yield is 0.920. (3) The reactants are C([O:5][C:6]([N:8]1[CH2:21][CH2:20][C:19]2[C:18]3[CH:17]=[C:16](B4OC(C)(C)C(C)(C)O4)[CH:15]=[CH:14][C:13]=3[NH:12][C:11]=2[CH2:10][CH2:9]1)=[O:7])(C)(C)C.C(=O)([O-])[O-].[Cs+].[Cs+].Cl.Br[C:39]1[CH:44]=[CH:43][N:42]=[CH:41][CH:40]=1. The catalyst is C1(P([C-]2C=CC=C2)C2C=CC=CC=2)C=CC=CC=1.[CH-]1C=CC=C1.[Fe+2].CO.O1CCOCC1. The product is [CH:6]([OH:7])=[O:5].[N:42]1[CH:43]=[CH:44][C:39]([C:16]2[CH:15]=[CH:14][C:13]3[NH:12][C:11]4[CH2:10][CH2:9][NH:8][CH2:21][CH2:20][C:19]=4[C:18]=3[CH:17]=2)=[CH:40][CH:41]=1. The yield is 0.0700. (4) The reactants are [OH:1][C:2]1[CH:7]=[CH:6][N:5]([C:8]2[CH:9]=[C:10]3[C:14](=[CH:15][CH:16]=2)[N:13]([CH2:17][CH2:18][N:19]2[CH2:23][CH2:22][CH2:21][CH2:20]2)[N:12]=[CH:11]3)[C:4](=[O:24])[CH:3]=1.[H-].[Na+].[F:27][C:28]([F:38])([F:37])[C:29]1[CH:36]=[CH:35][C:32]([CH2:33]Br)=[CH:31][CH:30]=1. The catalyst is C1COCC1. The product is [N:19]1([CH2:18][CH2:17][N:13]2[C:14]3[C:10](=[CH:9][C:8]([N:5]4[CH:6]=[CH:7][C:2]([O:1][CH2:33][C:32]5[CH:31]=[CH:30][C:29]([C:28]([F:27])([F:37])[F:38])=[CH:36][CH:35]=5)=[CH:3][C:4]4=[O:24])=[CH:16][CH:15]=3)[CH:11]=[N:12]2)[CH2:23][CH2:22][CH2:21][CH2:20]1. The yield is 0.130.